This data is from Peptide-MHC class I binding affinity with 185,985 pairs from IEDB/IMGT. The task is: Regression. Given a peptide amino acid sequence and an MHC pseudo amino acid sequence, predict their binding affinity value. This is MHC class I binding data. (1) The peptide sequence is MTRRRVLSV. The MHC is HLA-B58:01 with pseudo-sequence HLA-B58:01. The binding affinity (normalized) is 0.213. (2) The peptide sequence is VLLAFLNSM. The MHC is HLA-A02:01 with pseudo-sequence HLA-A02:01. The binding affinity (normalized) is 0.666.